From a dataset of Catalyst prediction with 721,799 reactions and 888 catalyst types from USPTO. Predict which catalyst facilitates the given reaction. Reactant: [NH2:1][C:2]1[CH:15]=[C:14]([C:16]2[CH2:20][C:19]([C:25]3[CH:30]=[C:29]([Cl:31])[CH:28]=[C:27]([Cl:32])[CH:26]=3)([C:21]([F:24])([F:23])[F:22])[O:18][N:17]=2)[CH:13]=[CH:12][C:3]=1[C:4]([NH:6][CH2:7][C:8]([F:11])([F:10])[F:9])=[O:5].C=O.[C:35](O[BH-](OC(=O)C)OC(=O)C)(=O)C.[Na+]. Product: [Cl:32][C:27]1[CH:26]=[C:25]([C:19]2([C:21]([F:24])([F:23])[F:22])[O:18][N:17]=[C:16]([C:14]3[CH:13]=[CH:12][C:3]([C:4]([NH:6][CH2:7][C:8]([F:10])([F:9])[F:11])=[O:5])=[C:2]([NH:1][CH3:35])[CH:15]=3)[CH2:20]2)[CH:30]=[C:29]([Cl:31])[CH:28]=1. The catalyst class is: 26.